This data is from Reaction yield outcomes from USPTO patents with 853,638 reactions. The task is: Predict the reaction yield, written as a fraction of the theoretical maximum amount of product (1.0 means a 100% yield; for example, 0.34 means a 34% yield). (1) The yield is 0.150. The reactants are [Cl:1][C:2]1[CH:9]=[C:8]([F:10])[C:5]([CH:6]=[O:7])=[C:4](F)[CH:3]=1.[C:12]([O:16][C:17]([N:19]1[CH2:22][CH:21]([OH:23])[CH2:20]1)=[O:18])([CH3:15])([CH3:14])[CH3:13].[H-].[Na+].O. The product is [C:12]([O:16][C:17]([N:19]1[CH2:22][CH:21]([O:23][C:4]2[CH:3]=[C:2]([Cl:1])[CH:9]=[C:8]([F:10])[C:5]=2[CH:6]=[O:7])[CH2:20]1)=[O:18])([CH3:15])([CH3:13])[CH3:14]. The catalyst is CN(C=O)C.CCOC(C)=O. (2) The reactants are C([NH:8][C@H:9]([C:11](O)=[O:12])[CH3:10])(OC(C)(C)C)=O.[CH2:14]([S:16]([C:19]1[CH:20]=[C:21]([C:25]2[C:30]3[C:31]4[CH:37]=[C:36]([CH3:38])[CH:35]=[N:34][C:32]=4[NH:33][C:29]=3[C:28]([O:39][CH2:40][C@H:41]([OH:43])[CH3:42])=[N:27][CH:26]=2)[CH:22]=[CH:23][CH:24]=1)(=[O:18])=[O:17])[CH3:15]. No catalyst specified. The product is [CH2:14]([S:16]([C:19]1[CH:20]=[C:21]([C:25]2[C:30]3[C:31]4[CH:37]=[C:36]([CH3:38])[CH:35]=[N:34][C:32]=4[NH:33][C:29]=3[C:28]([O:39][CH2:40][C@H:41]([O:43][C:11](=[O:12])[C@H:9]([CH3:10])[NH2:8])[CH3:42])=[N:27][CH:26]=2)[CH:22]=[CH:23][CH:24]=1)(=[O:17])=[O:18])[CH3:15]. The yield is 0.790. (3) The reactants are FC(F)(F)S(O[C:7]1[CH:12]=[CH:11][C:10]([N:13]2[CH:18]=[C:17]([O:19][CH3:20])[C:16](=[O:21])[C:15]([C:22]3[N:26]([C:27]4[CH:32]=[CH:31][CH:30]=[CH:29][CH:28]=4)[N:25]=[CH:24][CH:23]=3)=[N:14]2)=[C:9]([F:33])[CH:8]=1)(=O)=O.C(P(C(C)(C)C)[C:41]1C=[CH:45][CH:44]=[CH:43][C:42]=1[C:43]1[CH:44]=[CH:45]C=[CH:41][CH:42]=1)(C)(C)C.C[N:58](C=O)C. The catalyst is C([O-])(O)=O.[Na+].[Cu]I.CC([O-])=O.CC([O-])=O.[Pd+2]. The product is [F:33][C:9]1[CH:8]=[C:7]([C:45]2[CH:44]=[CH:43][CH:42]=[CH:41][N:58]=2)[CH:12]=[CH:11][C:10]=1[N:13]1[CH:18]=[C:17]([O:19][CH3:20])[C:16](=[O:21])[C:15]([C:22]2[N:26]([C:27]3[CH:32]=[CH:31][CH:30]=[CH:29][CH:28]=3)[N:25]=[CH:24][CH:23]=2)=[N:14]1. The yield is 0.400. (4) The reactants are [Cl:1][C:2]1[CH:3]=[C:4]([NH:9][C:10]([C:12]2[C:16]([CH:17]=O)=[N:15][O:14][N:13]=2)=[O:11])[CH:5]=[CH:6][C:7]=1[F:8].[NH2:19][C:20]1[NH:24][N:23]=[N:22][N:21]=1.S([O-])([O-])(=O)=O.[Na+].[Na+].[BH4-].[Na+].[BH4-].[Li+]. The catalyst is C1COCC1.[OH-].[Na+].C(O)(=O)C. The product is [Cl:1][C:2]1[CH:3]=[C:4]([NH:9][C:10]([C:12]2[C:16]([CH2:17][NH:19][C:20]3[NH:24][N:23]=[N:22][N:21]=3)=[N:15][O:14][N:13]=2)=[O:11])[CH:5]=[CH:6][C:7]=1[F:8]. The yield is 0.850. (5) The reactants are C([O:3][C:4](=[O:27])[CH2:5][O:6][C:7]1[CH:12]=[C:11]([F:13])[C:10]([CH3:14])=[CH:9][C:8]=1[C:15](=[O:26])[NH:16][CH2:17][C:18]1[CH:23]=[CH:22][C:21]([Br:24])=[CH:20][C:19]=1[F:25])C.[OH-].[Na+]. The catalyst is C(O)C. The product is [Br:24][C:21]1[CH:22]=[CH:23][C:18]([CH2:17][NH:16][C:15]([C:8]2[CH:9]=[C:10]([CH3:14])[C:11]([F:13])=[CH:12][C:7]=2[O:6][CH2:5][C:4]([OH:27])=[O:3])=[O:26])=[C:19]([F:25])[CH:20]=1. The yield is 0.980. (6) The reactants are [Cl:1][C:2]1[CH:22]=[CH:21][CH:20]=[C:19]([Cl:23])[C:3]=1[CH2:4][C:5]1[S:6][C:7]2[N:8]=[C:9]([S:17][CH3:18])[N:10]=[C:11]([O:14]CC)[C:12]=2[N:13]=1.O1CCOCC1.Cl. The catalyst is O. The product is [Cl:1][C:2]1[CH:22]=[CH:21][CH:20]=[C:19]([Cl:23])[C:3]=1[CH2:4][C:5]1[S:6][C:7]2[N:8]=[C:9]([S:17][CH3:18])[N:10]=[C:11]([OH:14])[C:12]=2[N:13]=1. The yield is 0.620. (7) The yield is 0.960. The product is [OH:10][CH2:9][C@H:5]([CH2:6][CH:7]=[CH2:8])[CH2:4][C@H:3]1[CH2:2][O:1][C:20]([CH3:25])([CH3:19])[N:11]1[C:12]([O:13][C:14]([CH3:17])([CH3:16])[CH3:15])=[O:18]. The reactants are [OH:1][CH2:2][C@@H:3]([NH:11][C:12](=[O:18])[O:13][C:14]([CH3:17])([CH3:16])[CH3:15])[CH2:4][C@H:5]([CH2:9][OH:10])[CH2:6][CH:7]=[CH2:8].[CH3:19][C:20]1C=CC(S(O)(=O)=O)=C[CH:25]=1.COC(OC)(C)C. The catalyst is CC(C)=O.